The task is: Predict the reactants needed to synthesize the given product.. This data is from Full USPTO retrosynthesis dataset with 1.9M reactions from patents (1976-2016). (1) Given the product [CH2:15]([C:19]1[CH:24]=[CH:23][C:22]([OH:25])=[C:21]([C:2](=[O:3])[CH2:4][CH2:5][CH2:6][CH2:7][CH2:8][CH2:9][C:10]([O:12][CH2:13][CH3:14])=[O:11])[CH:20]=1)[CH2:16][CH2:17][CH3:18], predict the reactants needed to synthesize it. The reactants are: Cl[C:2]([CH2:4][CH2:5][CH2:6][CH2:7][CH2:8][CH2:9][C:10]([O:12][CH2:13][CH3:14])=[O:11])=[O:3].[CH2:15]([C:19]1[CH:24]=[CH:23][C:22]([OH:25])=[CH:21][CH:20]=1)[CH2:16][CH2:17][CH3:18].N1C=CC=CC=1. (2) Given the product [CH2:1]([C:8]1[O:12][N:11]=[C:10]([CH2:13][S:14]([C:16]2[CH:53]=[CH:52][C:19]([CH2:20][CH2:21][NH:22][CH2:23][C@H:24]([OH:51])[CH2:25][O:26][C:27]3[CH:28]=[CH:29][C:30]([OH:33])=[CH:31][CH:32]=3)=[CH:18][CH:17]=2)=[O:15])[N:9]=1)[C:2]1[CH:7]=[CH:6][CH:5]=[CH:4][CH:3]=1, predict the reactants needed to synthesize it. The reactants are: [CH2:1]([C:8]1[O:12][N:11]=[C:10]([CH2:13][S:14]([C:16]2[CH:53]=[CH:52][C:19]([CH2:20][CH2:21][NH:22][CH2:23][C@H:24]([OH:51])[CH2:25][O:26][C:27]3[CH:32]=[CH:31][C:30]([O:33][Si](C(C)(C)C)(C4C=CC=CC=4)C4C=CC=CC=4)=[CH:29][CH:28]=3)=[CH:18][CH:17]=2)=[O:15])[N:9]=1)[C:2]1[CH:7]=[CH:6][CH:5]=[CH:4][CH:3]=1.CCCC[N+](CCCC)(CCCC)CCCC.[F-]. (3) Given the product [NH2:31][C:28]1[CH:29]=[CH:30][C:25]([S:22]([N:21]([C:19]2[CH:18]=[CH:17][C:8]3[N:9]([CH2:10][CH:11]4[CH2:12][CH2:13][O:14][CH2:15][CH2:16]4)[C:5]([C:1]([CH3:4])([CH3:2])[CH3:3])=[N:6][C:7]=3[CH:20]=2)[CH3:34])(=[O:24])=[O:23])=[CH:26][CH:27]=1, predict the reactants needed to synthesize it. The reactants are: [C:1]([C:5]1[N:9]([CH2:10][CH:11]2[CH2:16][CH2:15][O:14][CH2:13][CH2:12]2)[C:8]2[CH:17]=[CH:18][C:19]([N:21]([CH3:34])[S:22]([C:25]3[CH:30]=[CH:29][C:28]([N+:31]([O-])=O)=[CH:27][CH:26]=3)(=[O:24])=[O:23])=[CH:20][C:7]=2[N:6]=1)([CH3:4])([CH3:3])[CH3:2].CCO. (4) Given the product [C:36]([Si:33]([CH3:35])([CH3:34])[O:22][CH:18]([CH2:19][O:20][CH3:21])[CH2:17][N:14]1[C:13](=[O:23])[CH:12]=[N:11][N:10]([C:8]2[CH:7]=[CH:6][C:5]([Cl:24])=[C:4]([CH:9]=2)[C:3]([OH:2])=[O:25])[C:15]1=[O:16])([CH3:39])([CH3:38])[CH3:37], predict the reactants needed to synthesize it. The reactants are: C[O:2][C:3](=[O:25])[C:4]1[CH:9]=[C:8]([N:10]2[C:15](=[O:16])[N:14]([CH2:17][CH:18]([OH:22])[CH2:19][O:20][CH3:21])[C:13](=[O:23])[CH:12]=[N:11]2)[CH:7]=[CH:6][C:5]=1[Cl:24].C(N(CC)CC)C.[Si:33](Cl)([C:36]([CH3:39])([CH3:38])[CH3:37])([CH3:35])[CH3:34].[OH-].[Na+]. (5) The reactants are: [Cl:1][C:2]1[C:3]([F:11])=[C:4]([C:7]([OH:10])=[CH:8][CH:9]=1)[CH:5]=[O:6].[Cl:12]Cl. Given the product [Cl:1][C:2]1[C:3]([F:11])=[C:4]([C:7]([OH:10])=[C:8]([Cl:12])[CH:9]=1)[CH:5]=[O:6], predict the reactants needed to synthesize it.